Dataset: Forward reaction prediction with 1.9M reactions from USPTO patents (1976-2016). Task: Predict the product of the given reaction. (1) Given the reactants [CH2:1]([C:8]1[CH:9]=[N:10][C:11]([N:14]2[CH2:19][CH2:18][N:17]([C:20]3[C:29]4[C:24](=[CH:25][C:26]([O:31][CH3:32])=[C:27]([OH:30])[CH:28]=4)[N:23]=[CH:22][N:21]=3)[CH2:16][CH2:15]2)=[N:12][CH:13]=1)[C:2]1[CH:7]=[CH:6][CH:5]=[CH:4][CH:3]=1.CS(O[CH2:38][CH2:39][CH2:40][N:41]1[CH2:46][CH2:45][N:44]([CH3:47])[CH2:43][CH2:42]1)(=O)=O.C(=O)([O-])[O-].[Cs+].[Cs+].O, predict the reaction product. The product is: [CH2:1]([C:8]1[CH:9]=[N:10][C:11]([N:14]2[CH2:15][CH2:16][N:17]([C:20]3[C:29]4[C:24](=[CH:25][C:26]([O:31][CH3:32])=[C:27]([O:30][CH2:38][CH2:39][CH2:40][N:41]5[CH2:46][CH2:45][N:44]([CH3:47])[CH2:43][CH2:42]5)[CH:28]=4)[N:23]=[CH:22][N:21]=3)[CH2:18][CH2:19]2)=[N:12][CH:13]=1)[C:2]1[CH:7]=[CH:6][CH:5]=[CH:4][CH:3]=1. (2) Given the reactants C[C:2]1[CH:7]=[CH:6][CH:5]=[CH:4][C:3]=1[NH:8][C:9]1[O:10][C:11]2[CH:17]=[C:16]([CH2:18][C:19]([OH:21])=O)[CH:15]=[CH:14][C:12]=2[N:13]=1.[CH3:22][NH:23][CH2:24][CH2:25][O:26][C:27]1[CH:36]=[CH:35][C:30]([C:31]([O:33][CH3:34])=[O:32])=[CH:29][CH:28]=1.[CH3:37]CN=C=NCCCN(C)C.Cl.O, predict the reaction product. The product is: [CH3:37][C:2]1[CH:7]=[CH:6][CH:5]=[CH:4][C:3]=1[NH:8][C:9]1[O:10][C:11]2[CH:17]=[C:16]([CH2:18][C:19]([N:23]([CH2:24][CH2:25][O:26][C:27]3[CH:36]=[CH:35][C:30]([C:31]([O:33][CH3:34])=[O:32])=[CH:29][CH:28]=3)[CH3:22])=[O:21])[CH:15]=[CH:14][C:12]=2[N:13]=1. (3) The product is: [C:1]([CH2:3][C@H:4]1[CH2:8][C@H:7]([O:9][S:17]([CH3:20])(=[O:19])=[O:18])[CH2:6][N:5]1[C:10]([O:12][C:13]([CH3:16])([CH3:15])[CH3:14])=[O:11])#[N:2]. Given the reactants [C:1]([CH2:3][C@H:4]1[CH2:8][C@H:7]([OH:9])[CH2:6][N:5]1[C:10]([O:12][C:13]([CH3:16])([CH3:15])[CH3:14])=[O:11])#[N:2].[S:17](Cl)([CH3:20])(=[O:19])=[O:18], predict the reaction product. (4) Given the reactants [Cl:1][C:2]1[CH:10]=[CH:9][C:5]([C:6]([OH:8])=O)=[CH:4][N:3]=1.Cl.C(N=C=NCCCN(C)C)C.OC1C2N=NNC=2C=CC=1.C(N(CC)CC)C.[CH3:40][O:41][C:42]1[CH:47]=[CH:46][C:45]([NH2:48])=[C:44]([NH2:49])[CH:43]=1, predict the reaction product. The product is: [NH2:49][C:44]1[CH:43]=[C:42]([O:41][CH3:40])[CH:47]=[CH:46][C:45]=1[NH:48][C:6](=[O:8])[C:5]1[CH:9]=[CH:10][C:2]([Cl:1])=[N:3][CH:4]=1. (5) Given the reactants [NH2:1][CH2:2][C:3]1([CH:16]([CH3:18])[CH3:17])[CH2:8][CH2:7][N:6]([C:9]([O:11][C:12]([CH3:15])([CH3:14])[CH3:13])=[O:10])[CH2:5][CH2:4]1.[C:19]([C:21]1[CH:22]=[C:23]([CH:39]([CH3:41])[CH3:40])[C:24]2[O:28][C:27]([C:29]3[CH:37]=[CH:36][C:32]([C:33](O)=[O:34])=[CH:31][CH:30]=3)=[N:26][C:25]=2[CH:38]=1)#[N:20], predict the reaction product. The product is: [C:19]([C:21]1[CH:22]=[C:23]([CH:39]([CH3:41])[CH3:40])[C:24]2[O:28][C:27]([C:29]3[CH:37]=[CH:36][C:32]([C:33]([NH:1][CH2:2][C:3]4([CH:16]([CH3:18])[CH3:17])[CH2:8][CH2:7][N:6]([C:9]([O:11][C:12]([CH3:13])([CH3:15])[CH3:14])=[O:10])[CH2:5][CH2:4]4)=[O:34])=[CH:31][CH:30]=3)=[N:26][C:25]=2[CH:38]=1)#[N:20]. (6) Given the reactants [F:1][C:2]1[CH:7]=[C:6]([F:8])[CH:5]=[CH:4][C:3]=1[S:9](Cl)(=[O:11])=[O:10].[CH3:13][C@H:14]1[O:19][C@@H:18]([CH3:20])[CH2:17][N:16]([CH2:21][C:22]2[O:26][C:25]([C:27]3[CH:35]=[C:34]([C:36]4[CH:37]=[C:38]([NH2:44])[C:39]([O:42][CH3:43])=[N:40][CH:41]=4)[CH:33]=[C:32]4[C:28]=3[CH:29]=[N:30][N:31]4[S:45]([C:48]3[CH:53]=[CH:52][CH:51]=[CH:50][CH:49]=3)(=[O:47])=[O:46])=[N:24][N:23]=2)[CH2:15]1.O, predict the reaction product. The product is: [CH3:13][C@H:14]1[O:19][C@@H:18]([CH3:20])[CH2:17][N:16]([CH2:21][C:22]2[O:26][C:25]([C:27]3[CH:35]=[C:34]([C:36]4[CH:37]=[C:38]([NH:44][S:9]([C:3]5[CH:4]=[CH:5][C:6]([F:8])=[CH:7][C:2]=5[F:1])(=[O:11])=[O:10])[C:39]([O:42][CH3:43])=[N:40][CH:41]=4)[CH:33]=[C:32]4[C:28]=3[CH:29]=[N:30][N:31]4[S:45]([C:48]3[CH:53]=[CH:52][CH:51]=[CH:50][CH:49]=3)(=[O:46])=[O:47])=[N:24][N:23]=2)[CH2:15]1. (7) Given the reactants [CH3:1][O:2][C@H:3]([C@@H:9]([CH3:28])[C@@H:10]([O:26][CH3:27])/[CH:11]=[CH:12]/[Sn:13]([CH2:22][CH2:23][CH2:24][CH3:25])([CH2:18][CH2:19][CH2:20][CH3:21])[CH2:14][CH2:15][CH2:16][CH3:17])[C@@H:4](C)[C:5](O)=O.C(N(C(C)C)CC)(C)C.CN(C(ON1N=NC2C=CC=NC1=2)=[N+](C)C)C.F[P-](F)(F)(F)(F)F.[I:62][C:63]1[CH:64]=[C:65]([CH:109]=[CH:110][CH:111]=1)[CH2:66][O:67][C:68]([C@@H:70]1[CH2:75][CH2:74][CH2:73][N:72]([C:76](=[O:108])[C@@H:77]([NH:93][C:94](=[O:107])[C@@H:95]([NH:99][C:100](OC(C)(C)C)=[O:101])[CH:96]([CH3:98])[CH3:97])[CH2:78][C:79]2[CH:84]=[CH:83][CH:82]=[C:81]([O:85][Si:86]([C:89]([CH3:92])([CH3:91])[CH3:90])([CH3:88])[CH3:87])[CH:80]=2)[NH:71]1)=[O:69], predict the reaction product. The product is: [I:62][C:63]1[CH:64]=[C:65]([CH:109]=[CH:110][CH:111]=1)[CH2:66][O:67][C:68]([C@@H:70]1[CH2:75][CH2:74][CH2:73][N:72]([C:76](=[O:108])[C@@H:77]([NH:93][C:94](=[O:107])[C@@H:95]([NH:99][C:100](=[O:101])[C@H:4]([CH3:5])[C@H:3]([O:2][CH3:1])[C@@H:9]([CH3:28])[C@@H:10]([O:26][CH3:27])/[CH:11]=[CH:12]/[Sn:13]([CH2:22][CH2:23][CH2:24][CH3:25])([CH2:14][CH2:15][CH2:16][CH3:17])[CH2:18][CH2:19][CH2:20][CH3:21])[CH:96]([CH3:98])[CH3:97])[CH2:78][C:79]2[CH:84]=[CH:83][CH:82]=[C:81]([O:85][Si:86]([C:89]([CH3:90])([CH3:91])[CH3:92])([CH3:88])[CH3:87])[CH:80]=2)[NH:71]1)=[O:69]. (8) Given the reactants [F:1][C:2]([F:7])([F:6])[C:3]([OH:5])=[O:4].[CH3:8][O:9][C:10]1[CH:15]=[CH:14][C:13]([C:16]2[CH:21]=[C:20]([N:22]3[CH2:27][CH2:26][NH:25][CH2:24][CH2:23]3)[N:19]=[C:18]([C:28]#[N:29])[N:17]=2)=[CH:12][C:11]=1[C:30]([F:33])([F:32])[F:31].C(N(C(C)C)CC)(C)C.Br[CH2:44][C:45]([NH2:47])=[O:46], predict the reaction product. The product is: [F:1][C:2]([F:7])([F:6])[C:3]([OH:5])=[O:4].[C:28]([C:18]1[N:19]=[C:20]([N:22]2[CH2:23][CH2:24][N:25]([CH2:44][C:45]([NH2:47])=[O:46])[CH2:26][CH2:27]2)[CH:21]=[C:16]([C:13]2[CH:14]=[CH:15][C:10]([O:9][CH3:8])=[C:11]([C:30]([F:31])([F:33])[F:32])[CH:12]=2)[N:17]=1)#[N:29]. (9) Given the reactants C[N:2](C)[CH:3]=[CH:4][CH:5]=[C:6]([C:12](=O)[C:13]([F:16])([F:15])[F:14])[C:7]([O:9][CH2:10][CH3:11])=[O:8], predict the reaction product. The product is: [F:14][C:13]([F:16])([F:15])[C:12]1[N:2]=[CH:3][CH:4]=[CH:5][C:6]=1[C:7]([O:9][CH2:10][CH3:11])=[O:8]. (10) Given the reactants [C:1]([O:5][C:6]([NH:8][C:9]1([CH3:17])[CH2:13][CH2:12][CH2:11][CH:10]1C(O)=O)=[O:7])([CH3:4])([CH3:3])[CH3:2].C([N:20]([CH2:23]C)CC)C.N(P(OC1C=CC=CC=1)(OC1C=CC=CC=1)=[O:29])=[N+]=[N-].[CH3:44][C@H:45]1[CH2:50][C@@H:49]([OH:51])[C@H:48]([CH:52]([CH3:54])[CH3:53])[CH2:47][CH2:46]1, predict the reaction product. The product is: [C:1]([O:5][C:6]([NH:8][C:9]1([CH3:17])[CH2:13][CH2:12][CH2:11][CH:10]1[NH:20][C:23](=[O:29])[O:51][C@@H:49]1[CH2:50][C@H:45]([CH3:44])[CH2:46][CH2:47][C@H:48]1[CH:52]([CH3:54])[CH3:53])=[O:7])([CH3:2])([CH3:3])[CH3:4].